This data is from Full USPTO retrosynthesis dataset with 1.9M reactions from patents (1976-2016). The task is: Predict the reactants needed to synthesize the given product. (1) Given the product [ClH:22].[ClH:22].[NH2:2][CH2:1][C:3]1[O:7][C:6]([CH3:8])=[N:5][C:4]=1[C:9]1[CH:14]=[CH:13][C:12]([F:15])=[CH:11][CH:10]=1, predict the reactants needed to synthesize it. The reactants are: [C:1]([C:3]1[O:7][C:6]([CH3:8])=[N:5][C:4]=1[C:9]1[CH:14]=[CH:13][C:12]([F:15])=[CH:11][CH:10]=1)#[N:2].C(OCC)(=O)C.[ClH:22]. (2) Given the product [C:1]([O:5][CH2:6][CH2:7][NH:31][C:32]1[N:40]=[CH:39][C:38]([Cl:41])=[CH:37][C:33]=1[C:34]([OH:36])=[O:35])([CH3:2])([CH3:3])[CH3:4], predict the reactants needed to synthesize it. The reactants are: [C:1]([O:5][CH2:6][CH2:7]O)([CH3:4])([CH3:3])[CH3:2].CC(OI1(OC(C)=O)(OC(C)=O)OC(=O)C2C=CC=CC1=2)=O.[NH2:31][C:32]1[N:40]=[CH:39][C:38]([Cl:41])=[CH:37][C:33]=1[C:34]([OH:36])=[O:35].C(O)(=O)C.C(O[BH-](OC(=O)C)OC(=O)C)(=O)C.[Na+]. (3) Given the product [N:33]1[CH:34]=[CH:35][CH:36]=[CH:37][C:32]=1[CH2:30][CH2:31][N:4]1[C:5]2[CH:10]=[CH:9][C:8]([NH:11][C:12]([C:14]3[C:15]([C:20]4[CH:25]=[CH:24][C:23]([C:26]([F:27])([F:29])[F:28])=[CH:22][CH:21]=4)=[CH:16][CH:17]=[CH:18][CH:19]=3)=[O:13])=[CH:7][C:6]=2[O:1][CH2:2][CH2:3]1, predict the reactants needed to synthesize it. The reactants are: [O:1]1[C:6]2[CH:7]=[C:8]([NH:11][C:12]([C:14]3[C:15]([C:20]4[CH:25]=[CH:24][C:23]([C:26]([F:29])([F:28])[F:27])=[CH:22][CH:21]=4)=[CH:16][CH:17]=[CH:18][CH:19]=3)=[O:13])[CH:9]=[CH:10][C:5]=2[NH:4][CH2:3][CH2:2]1.[CH:30]([C:32]1[CH:37]=[CH:36][CH:35]=[CH:34][N:33]=1)=[CH2:31].C(O)(=O)C.C(=O)([O-])[O-].[K+].[K+].